From a dataset of Full USPTO retrosynthesis dataset with 1.9M reactions from patents (1976-2016). Predict the reactants needed to synthesize the given product. (1) The reactants are: [NH2:1][C@H:2]1[CH2:6][CH2:5][CH2:4][C@@H:3]1[NH:7][C:8](=[O:14])[O:9][C:10]([CH3:13])([CH3:12])[CH3:11].C(=O)([O-])[O-].[K+].[K+].Cl[CH2:22][C:23]([O:25][CH2:26][CH3:27])=[O:24]. Given the product [C:10]([O:9][C:8]([NH:7][C@H:3]1[CH2:4][CH2:5][CH2:6][C@@H:2]1[NH:1][CH2:22][C:23]([O:25][CH2:26][CH3:27])=[O:24])=[O:14])([CH3:11])([CH3:13])[CH3:12], predict the reactants needed to synthesize it. (2) Given the product [C:2]([C:27]1[C:26]2[C:21](=[CH:22][CH:23]=[CH:24][CH:25]=2)[NH:20][C:19]=1[CH2:12][C:13]1[CH:18]=[CH:17][CH:16]=[CH:15][CH:14]=1)(=[O:3])[CH3:1], predict the reactants needed to synthesize it. The reactants are: [CH3:1][C:2](N(C)C)=[O:3].P(Cl)(Cl)(Cl)=O.[CH2:12]([C:19]1[NH:20][C:21]2[C:26]([CH:27]=1)=[CH:25][CH:24]=[CH:23][CH:22]=2)[C:13]1[CH:18]=[CH:17][CH:16]=[CH:15][CH:14]=1.[OH-].[Na+]. (3) Given the product [Cl:16][CH2:17][C:18]([NH:1][C:2]1[C:7]([OH:8])=[CH:6][CH:5]=[CH:4][N:3]=1)=[O:19], predict the reactants needed to synthesize it. The reactants are: [NH2:1][C:2]1[C:7]([OH:8])=[CH:6][CH:5]=[CH:4][N:3]=1.C(N(CC)CC)C.[Cl:16][CH2:17][C:18](Cl)=[O:19]. (4) Given the product [F:1][C:2]1[CH:7]=[CH:6][C:5]([C:8]2[N:23]([CH2:24][CH2:25][C@H:26]3[O:31][B:30]([O:32][CH3:33])[O:29][C@@H:28]([CH2:34][C:35]([O:37][C:38]([CH3:41])([CH3:40])[CH3:39])=[O:36])[CH2:27]3)[C:11]([CH:12]([CH3:14])[CH3:13])=[CH:10][C:9]=2[C:16]2[CH:21]=[CH:20][CH:19]=[CH:18][CH:17]=2)=[CH:4][CH:3]=1, predict the reactants needed to synthesize it. The reactants are: [F:1][C:2]1[CH:7]=[CH:6][C:5]([C:8](=O)[CH:9]([C:16]2[CH:21]=[CH:20][CH:19]=[CH:18][CH:17]=2)[CH2:10][C:11](=O)[CH:12]([CH3:14])[CH3:13])=[CH:4][CH:3]=1.[NH2:23][CH2:24][CH2:25][C@H:26]1[O:31][B:30]([O:32][CH3:33])[O:29][C@@H:28]([CH2:34][C:35]([O:37][C:38]([CH3:41])([CH3:40])[CH3:39])=[O:36])[CH2:27]1. (5) The reactants are: [N:1]1([CH2:7][CH2:8][OH:9])[CH2:6][CH2:5][O:4][CH2:3][CH2:2]1.Cl[C:11]1[C:20]2[C:15](=[CH:16][C:17]([O:21][CH3:22])=[CH:18][CH:19]=2)[CH:14]=[C:13]([NH:23][C:24]2[CH:28]=[C:27]([CH3:29])[NH:26][N:25]=2)[N:12]=1. Given the product [CH3:29][C:27]1[NH:26][N:25]=[C:24]([NH:23][C:13]2[N:12]=[C:11]([O:9][CH2:8][CH2:7][N:1]3[CH2:6][CH2:5][O:4][CH2:3][CH2:2]3)[C:20]3[C:15]([CH:14]=2)=[CH:16][C:17]([O:21][CH3:22])=[CH:18][CH:19]=3)[CH:28]=1, predict the reactants needed to synthesize it.